The task is: Predict which catalyst facilitates the given reaction.. This data is from Catalyst prediction with 721,799 reactions and 888 catalyst types from USPTO. (1) Reactant: C(=O)([O-])[O-].[Cs+].[Cs+].[CH2:7]([N:9]1[C:13]2[CH:14]=[CH:15][CH:16]=[CH:17][C:12]=2[NH:11][CH:10]1[CH2:18][C:19]#[N:20])[CH3:8].[Cl:21][C:22]1[N:27]=[C:26](Cl)[C:25]([CH3:29])=[CH:24][N:23]=1.O. Product: [Cl:21][C:22]1[N:27]=[C:26]([CH:18]([CH:10]2[N:9]([CH2:7][CH3:8])[C:13]3[CH:14]=[CH:15][CH:16]=[CH:17][C:12]=3[NH:11]2)[C:19]#[N:20])[C:25]([CH3:29])=[CH:24][N:23]=1. The catalyst class is: 12. (2) Reactant: C([O:3][C:4](=[O:34])[CH:5]([O:31][CH2:32][CH3:33])[CH2:6][C:7]1[CH:12]=[CH:11][C:10]([O:13][CH2:14][C:15]2[N:16]=[C:17]([C:20]3[CH:25]=[CH:24][C:23]([C:26]([CH3:29])([CH3:28])[CH3:27])=[CH:22][CH:21]=3)[S:18][CH:19]=2)=[C:9]([CH3:30])[CH:8]=1)C.[OH-].[Li+].Cl.S([O-])(O)(=O)=O.[K+]. Product: [C:26]([C:23]1[CH:22]=[CH:21][C:20]([C:17]2[S:18][CH:19]=[C:15]([CH2:14][O:13][C:10]3[CH:11]=[CH:12][C:7]([CH2:6][CH:5]([O:31][CH2:32][CH3:33])[C:4]([OH:34])=[O:3])=[CH:8][C:9]=3[CH3:30])[N:16]=2)=[CH:25][CH:24]=1)([CH3:29])([CH3:28])[CH3:27]. The catalyst class is: 5. (3) Reactant: [CH3:1][C:2]1[C:3]2[N:4]([N:9]=[C:10]([C:12](OC)=[O:13])[CH:11]=2)[C:5]([CH3:8])=[CH:6][N:7]=1.[H-].C([Al+]CC(C)C)C(C)C.[Cl-].[NH4+].C(=O)(O)[O-].[Na+]. Product: [CH3:1][C:2]1[C:3]2[N:4]([N:9]=[C:10]([CH2:12][OH:13])[CH:11]=2)[C:5]([CH3:8])=[CH:6][N:7]=1. The catalyst class is: 2. (4) Reactant: [NH:1]1[CH2:5][CH2:4][CH2:3][CH2:2]1.[CH3:6][N:7]1[CH:11]=[C:10]([C:12]2[CH:13]=[C:14]([C:18]3([CH:33]=O)[CH2:23][CH2:22][N:21]([C:24]4[N:32]=[CH:31][N:30]=[C:29]5[C:25]=4[N:26]=[CH:27][NH:28]5)[CH2:20][CH2:19]3)[CH:15]=[CH:16][CH:17]=2)[CH:9]=[N:8]1.[BH4-].[Na+].C(O)(=O)C. Product: [CH3:6][N:7]1[CH:11]=[C:10]([C:12]2[CH:13]=[C:14]([C:18]3([CH2:33][N:1]4[CH2:5][CH2:4][CH2:3][CH2:2]4)[CH2:23][CH2:22][N:21]([C:24]4[N:32]=[CH:31][N:30]=[C:29]5[C:25]=4[N:26]=[CH:27][NH:28]5)[CH2:20][CH2:19]3)[CH:15]=[CH:16][CH:17]=2)[CH:9]=[N:8]1. The catalyst class is: 2. (5) Reactant: O[CH:2]=[C:3]1[C:11]2[C:6](=[CH:7][C:8]([C:12]([C:14]3[CH:15]=[C:16]([NH:20][C:21]([C:23]4[S:24][C:25]([C:28](=[O:30])[CH3:29])=[CH:26][CH:27]=4)=[O:22])[CH:17]=[CH:18][CH:19]=3)=[O:13])=[CH:9][CH:10]=2)[NH:5][C:4]1=[O:31].[CH3:32][N:33]1[CH2:38][CH2:37][N:36]([C:39]2[CH:44]=[CH:43][C:42]([NH2:45])=[CH:41][CH:40]=2)[CH2:35][CH2:34]1. Product: [CH3:32][N:33]1[CH2:34][CH2:35][N:36]([C:39]2[CH:44]=[CH:43][C:42]([NH:45][CH:2]=[C:3]3[C:11]4[C:6](=[CH:7][C:8]([C:12]([C:14]5[CH:15]=[C:16]([NH:20][C:21]([C:23]6[S:24][C:25]([C:28](=[O:30])[CH3:29])=[CH:26][CH:27]=6)=[O:22])[CH:17]=[CH:18][CH:19]=5)=[O:13])=[CH:9][CH:10]=4)[NH:5][C:4]3=[O:31])=[CH:41][CH:40]=2)[CH2:37][CH2:38]1. The catalyst class is: 1. (6) Reactant: [CH3:1][O:2][C:3]1[CH:4]=[C:5]([C:11]2[N:16]=[C:15]([O:17][C@@H:18]([C@H:20]3[CH2:24][N:23]([C@@H](C4C=CC(OC)=CC=4)C)[C:22](=[O:35])[CH2:21]3)[CH3:19])[C:14]3[N:36](COCC[Si](C)(C)C)[C:37]([CH3:39])=[N:38][C:13]=3[CH:12]=2)[CH:6]=[CH:7][C:8]=1[O:9][CH3:10]. Product: [CH3:1][O:2][C:3]1[CH:4]=[C:5]([C:11]2[N:16]=[C:15]([O:17][C@@H:18]([C@H:20]3[CH2:24][NH:23][C:22](=[O:35])[CH2:21]3)[CH3:19])[C:14]3[NH:36][C:37]([CH3:39])=[N:38][C:13]=3[CH:12]=2)[CH:6]=[CH:7][C:8]=1[O:9][CH3:10]. The catalyst class is: 67. (7) Reactant: [CH3:1][C@H:2]([C:15]([OH:17])=[O:16])[C:3]1[CH:4]=[CH:5][C:6]2[CH:7]=[C:8]([O:13][CH3:14])[CH:9]=[CH:10][C:11]=2[CH:12]=1.[CH3:18][C:19]12[CH2:28][C:26]3([NH2:29])[CH2:27][CH:21]([CH2:22][C:23]([CH3:30])([CH2:25]3)[CH2:24]1)[CH2:20]2. Product: [CH3:30][C:23]12[CH2:25][C:26]3([NH2:29])[CH2:27][CH:21]([CH2:20][C:19]([CH3:18])([CH2:28]3)[CH2:24]1)[CH2:22]2.[CH3:1][C@H:2]([C:15]([OH:17])=[O:16])[C:3]1[CH:4]=[CH:5][C:6]2[CH:7]=[C:8]([O:13][CH3:14])[CH:9]=[CH:10][C:11]=2[CH:12]=1. The catalyst class is: 5. (8) Reactant: [N:1]1([C:11]([C:13]2[CH:21]=[CH:20][C:16]([C:17](O)=[O:18])=[C:15]([N+:22]([O-:24])=[O:23])[CH:14]=2)=[O:12])[C:10]2[C:5](=[CH:6][CH:7]=[CH:8][CH:9]=2)[CH2:4][CH2:3][CH2:2]1.C(N(CC)CC)C.C(Cl)(=O)OCC.[BH4-].[Na+]. Product: [N:1]1([C:11]([C:13]2[CH:21]=[CH:20][C:16]([CH2:17][OH:18])=[C:15]([N+:22]([O-:24])=[O:23])[CH:14]=2)=[O:12])[C:10]2[C:5](=[CH:6][CH:7]=[CH:8][CH:9]=2)[CH2:4][CH2:3][CH2:2]1. The catalyst class is: 278. (9) Reactant: [OH:1][CH2:2][CH2:3][CH2:4][O:5][C:6]1[CH:7]=[C:8]2[C:13](=[CH:14][C:15]=1[O:16][CH3:17])[C:12]([C:18](=[O:28])[C:19]1[CH:24]=[CH:23][CH:22]=[C:21]([O:25][CH2:26][CH3:27])[CH:20]=1)=[N:11][CH:10]=[C:9]2[CH:29]=[O:30].[C:31](OC(=O)C)(=[O:33])[CH3:32]. Product: [C:31]([O:1][CH2:2][CH2:3][CH2:4][O:5][C:6]1[CH:7]=[C:8]2[C:13](=[CH:14][C:15]=1[O:16][CH3:17])[C:12]([C:18](=[O:28])[C:19]1[CH:24]=[CH:23][CH:22]=[C:21]([O:25][CH2:26][CH3:27])[CH:20]=1)=[N:11][CH:10]=[C:9]2[CH:29]=[O:30])(=[O:33])[CH3:32]. The catalyst class is: 17. (10) Reactant: [Cl:1][C:2]1[CH:3]=[C:4]([CH:22]2[O:27][CH2:26][CH2:25][N:24]([C:28]([O:30][C:31]([CH3:34])([CH3:33])[CH3:32])=[O:29])[CH2:23]2)[CH:5]=[CH:6][C:7]=1[N:8]=C(C1C=CC=CC=1)C1C=CC=CC=1.C([O-])(=O)C.[Na+].Cl.NO. The catalyst class is: 5. Product: [NH2:8][C:7]1[CH:6]=[CH:5][C:4]([CH:22]2[O:27][CH2:26][CH2:25][N:24]([C:28]([O:30][C:31]([CH3:33])([CH3:32])[CH3:34])=[O:29])[CH2:23]2)=[CH:3][C:2]=1[Cl:1].